Dataset: Forward reaction prediction with 1.9M reactions from USPTO patents (1976-2016). Task: Predict the product of the given reaction. Given the reactants [Cl:1][C:2]1[N:7]=[C:6]([C:8]2[CH:15]=[CH:14][C:11]([CH:12]=O)=[CH:10][CH:9]=2)[CH:5]=[CH:4][N:3]=1.[NH:16]1[CH2:21][CH2:20][O:19][CH2:18][CH2:17]1.[BH-](OC(C)=O)(OC(C)=O)OC(C)=O.[Na+].C([O-])([O-])=O.[K+].[K+], predict the reaction product. The product is: [Cl:1][C:2]1[N:7]=[C:6]([C:8]2[CH:15]=[CH:14][C:11]([CH2:12][N:16]3[CH2:21][CH2:20][O:19][CH2:18][CH2:17]3)=[CH:10][CH:9]=2)[CH:5]=[CH:4][N:3]=1.